This data is from Aqueous solubility values for 9,982 compounds from the AqSolDB database. The task is: Regression/Classification. Given a drug SMILES string, predict its absorption, distribution, metabolism, or excretion properties. Task type varies by dataset: regression for continuous measurements (e.g., permeability, clearance, half-life) or binary classification for categorical outcomes (e.g., BBB penetration, CYP inhibition). For this dataset (solubility_aqsoldb), we predict Y. (1) The drug is Cc1cc(CC(C)CC(C)(C)C)n(O)c(=O)c1.NCCO. The Y is -3.91 log mol/L. (2) The Y is -0.0189 log mol/L. The drug is C[P+](c1ccccc1)(c1ccccc1)c1ccccc1.[Br-]. (3) The drug is CC(C)COC(=O)c1ccc(N)cc1. The Y is -2.94 log mol/L. (4) The compound is NC(=O)CNC(=O)COC(=O)c1ccccc1. The Y is -1.50 log mol/L. (5) The molecule is COc1nc(NC(C)C)nc(NC(C)C)n1. The Y is -2.56 log mol/L. (6) The molecule is CCOC(=O)n1c(=O)[nH]cc(F)c1=O. The Y is -0.450 log mol/L. (7) The compound is O=C(O)C=CC(=O)Nc1ccccc1. The Y is -2.72 log mol/L.